Dataset: Reaction yield outcomes from USPTO patents with 853,638 reactions. Task: Predict the reaction yield, written as a fraction of the theoretical maximum amount of product (1.0 means a 100% yield; for example, 0.34 means a 34% yield). (1) The yield is 0.680. The product is [CH2:17]([N:8]([CH2:1][C:2]1[CH:3]=[CH:4][CH:5]=[CH:6][CH:7]=1)[C@H:9]1[CH2:14][CH2:13][N:12]([CH2:26][CH2:25][OH:27])[CH2:11][C@H:10]1[O:15][CH3:16])[C:18]1[CH:23]=[CH:22][CH:21]=[CH:20][CH:19]=1. The catalyst is ClCCl.CO. The reactants are [CH2:1]([N:8]([CH2:17][C:18]1[CH:23]=[CH:22][CH:21]=[CH:20][CH:19]=1)[C@H:9]1[CH2:14][CH2:13][NH:12][CH2:11][C@H:10]1[O:15][CH3:16])[C:2]1[CH:7]=[CH:6][CH:5]=[CH:4][CH:3]=1.Br[CH:25]([OH:27])[CH3:26].C(N(CC)C(C)C)(C)C.C(OC(N[C@@H]1CCN(CCO)C[C@@H]1C(OC)=O)=O)C1C=CC=CC=1. (2) The reactants are [Br:1][C:2]1[CH:7]=[CH:6][C:5]([OH:8])=[C:4]([F:9])[CH:3]=1.[CH:10](O)([CH3:12])[CH3:11].C1(P(C2C=CC=CC=2)C2C=CC=CC=2)C=CC=CC=1.CC(OC(/N=N/C(OC(C)C)=O)=O)C. The catalyst is C1COCC1. The product is [Br:1][C:2]1[CH:7]=[CH:6][C:5]([O:8][CH:10]([CH3:12])[CH3:11])=[C:4]([F:9])[CH:3]=1. The yield is 0.990. (3) The reactants are C[O:2][C:3](=[O:22])[C:4]1[CH:18]=[C:17]([N+:19]([O-:21])=[O:20])[CH:16]=[C:6]([C:7]([N:9]([CH2:13][CH2:14][CH3:15])[CH2:10][CH2:11][CH3:12])=[O:8])[CH:5]=1.[OH-].[Li+].O.CO. The catalyst is C1COCC1. The product is [N+:19]([C:17]1[CH:16]=[C:6]([C:7]([N:9]([CH2:13][CH2:14][CH3:15])[CH2:10][CH2:11][CH3:12])=[O:8])[CH:5]=[C:4]([CH:18]=1)[C:3]([OH:22])=[O:2])([O-:21])=[O:20]. The yield is 0.920. (4) The reactants are [NH:1]([S:8]([C:11]1[CH:16]=[CH:15][C:14]([N:17]2[CH2:23][CH2:22][CH2:21][N:20](C(OC(C)(C)C)=O)[CH2:19][CH2:18]2)=[C:13]([NH:31][S:32]([CH3:35])(=[O:34])=[O:33])[CH:12]=1)(=[O:10])=[O:9])[C:2]1[CH:7]=[CH:6][CH:5]=[CH:4][CH:3]=1.CCOCC.[ClH:41]. The catalyst is CO. The product is [ClH:41].[N:17]1([C:14]2[CH:15]=[CH:16][C:11]([S:8]([NH:1][C:2]3[CH:7]=[CH:6][CH:5]=[CH:4][CH:3]=3)(=[O:10])=[O:9])=[CH:12][C:13]=2[NH:31][S:32]([CH3:35])(=[O:33])=[O:34])[CH2:23][CH2:22][CH2:21][NH:20][CH2:19][CH2:18]1. The yield is 0.480. (5) The reactants are C(OC([N:8]1[CH2:13][CH2:12][CH:11]([CH2:14][NH:15][C:16]([C:18]2[C:26]3[N:25]=[C:24]([CH:27]([CH3:29])[CH3:28])[NH:23][C:22]=3[CH:21]=[CH:20][CH:19]=2)=[O:17])[CH2:10][CH2:9]1)=O)(C)(C)C.FC(F)(F)C(O)=O. The catalyst is ClCCl. The product is [NH:8]1[CH2:13][CH2:12][CH:11]([CH2:14][NH:15][C:16]([C:18]2[C:26]3[N:25]=[C:24]([CH:27]([CH3:29])[CH3:28])[NH:23][C:22]=3[CH:21]=[CH:20][CH:19]=2)=[O:17])[CH2:10][CH2:9]1. The yield is 0.890. (6) The reactants are [F:1][C:2]1[CH:9]=[CH:8][C:5]([CH2:6][OH:7])=[CH:4][CH:3]=1.[H-].[Na+].Cl[C:13]1[N:18]=[C:17]([NH2:19])[C:16]([F:20])=[CH:15][N:14]=1. The catalyst is O1CCOCC1. The product is [F:20][C:16]1[C:17]([NH2:19])=[N:18][C:13]([O:7][CH2:6][C:5]2[CH:8]=[CH:9][C:2]([F:1])=[CH:3][CH:4]=2)=[N:14][CH:15]=1. The yield is 0.520.